Dataset: Reaction yield outcomes from USPTO patents with 853,638 reactions. Task: Predict the reaction yield, written as a fraction of the theoretical maximum amount of product (1.0 means a 100% yield; for example, 0.34 means a 34% yield). The product is [Cl:7][C:5]1[N:4]([C:8]2[CH:13]=[CH:12][C:11]([C:14]3[CH:19]=[CH:18][CH:17]=[C:16]([O:20][CH3:21])[C:15]=3[OH:22])=[CH:10][CH:9]=2)[C:3]([C:23]([O:25][CH2:26][CH3:27])=[O:24])=[C:2]([NH:1][C:29]([NH:28][C:31]2[CH:41]=[CH:40][CH:39]=[C:33]([C:34]([O:36][CH2:37][CH3:38])=[O:35])[CH:32]=2)=[O:30])[CH:6]=1. The yield is 0.840. The catalyst is C1(C)C=CC=CC=1. The reactants are [NH2:1][C:2]1[CH:6]=[C:5]([Cl:7])[N:4]([C:8]2[CH:13]=[CH:12][C:11]([C:14]3[CH:19]=[CH:18][CH:17]=[C:16]([O:20][CH3:21])[C:15]=3[OH:22])=[CH:10][CH:9]=2)[C:3]=1[C:23]([O:25][CH2:26][CH3:27])=[O:24].[N:28]([C:31]1[CH:32]=[C:33]([CH:39]=[CH:40][CH:41]=1)[C:34]([O:36][CH2:37][CH3:38])=[O:35])=[C:29]=[O:30].